Dataset: Peptide-MHC class I binding affinity with 185,985 pairs from IEDB/IMGT. Task: Regression. Given a peptide amino acid sequence and an MHC pseudo amino acid sequence, predict their binding affinity value. This is MHC class I binding data. (1) The peptide sequence is AQFSPQYL. The MHC is HLA-B40:02 with pseudo-sequence HLA-B40:02. The binding affinity (normalized) is 0.288. (2) The peptide sequence is YFSFKKCLVY. The MHC is HLA-A33:01 with pseudo-sequence HLA-A33:01. The binding affinity (normalized) is 0.158. (3) The MHC is HLA-A02:01 with pseudo-sequence HLA-A02:01. The peptide sequence is SEGDDDGSR. The binding affinity (normalized) is 0.0847.